Dataset: Catalyst prediction with 721,799 reactions and 888 catalyst types from USPTO. Task: Predict which catalyst facilitates the given reaction. (1) Reactant: [NH:1]([C:16]([O:18][CH2:19][C:20]1[CH:25]=[CH:24][CH:23]=[CH:22][CH:21]=1)=[O:17])[C@H:2]([C:6]([N:8]1[CH2:15][CH2:14][CH2:13][C@H:9]1[C:10](O)=[O:11])=[O:7])[CH:3]([CH3:5])[CH3:4].S(Cl)([Cl:28])=O. Product: [NH:1]([C:16]([O:18][CH2:19][C:20]1[CH:25]=[CH:24][CH:23]=[CH:22][CH:21]=1)=[O:17])[C@H:2]([C:6]([N:8]1[CH2:15][CH2:14][CH2:13][C@H:9]1[C:10]([Cl:28])=[O:11])=[O:7])[CH:3]([CH3:5])[CH3:4]. The catalyst class is: 4. (2) Reactant: [OH-].[Na+].[S:3]1[C:7]([C@@H:8]2[CH2:10][C@H:9]2[C:11]([O:13]CC)=[O:12])=[CH:6][N:5]=[CH:4]1. Product: [S:3]1[C:7]([C@@H:8]2[CH2:10][C@H:9]2[C:11]([OH:13])=[O:12])=[CH:6][N:5]=[CH:4]1. The catalyst class is: 5.